This data is from Reaction yield outcomes from USPTO patents with 853,638 reactions. The task is: Predict the reaction yield, written as a fraction of the theoretical maximum amount of product (1.0 means a 100% yield; for example, 0.34 means a 34% yield). (1) The reactants are [N+:1]([C:4]1[CH:9]=[CH:8][C:7]([N:10]2[CH2:15][CH2:14][N:13]3[C:16](=[O:19])[CH2:17][CH2:18][CH:12]3[CH2:11]2)=[CH:6][CH:5]=1)([O-])=O.[NH4+].[Cl-]. The catalyst is CO.[Zn]. The product is [NH2:1][C:4]1[CH:5]=[CH:6][C:7]([N:10]2[CH2:15][CH2:14][N:13]3[C:16](=[O:19])[CH2:17][CH2:18][CH:12]3[CH2:11]2)=[CH:8][CH:9]=1. The yield is 0.520. (2) The yield is 0.920. The catalyst is C1COCC1. The reactants are C(N(CC)CC)C.Cl.[O:9]=[C:10]1[CH:15]([N:16]2[C:24](=[O:25])[C:23]3[C:18](=[CH:19][CH:20]=[CH:21][C:22]=3[CH2:26][NH:27][CH3:28])[C:17]2=[O:29])[CH2:14][CH2:13][C:12](=[O:30])[NH:11]1.[CH:31]1[C:40]2[C:35](=[CH:36][CH:37]=[CH:38][CH:39]=2)[CH:34]=[CH:33][C:32]=1[N:41]=[C:42]=[O:43]. The product is [O:9]=[C:10]1[CH:15]([N:16]2[C:24](=[O:25])[C:23]3[C:18](=[CH:19][CH:20]=[CH:21][C:22]=3[CH2:26][N:27]([CH3:28])[C:42]([NH:41][C:32]3[CH:33]=[CH:34][C:35]4[C:40](=[CH:39][CH:38]=[CH:37][CH:36]=4)[CH:31]=3)=[O:43])[C:17]2=[O:29])[CH2:14][CH2:13][C:12](=[O:30])[NH:11]1. (3) The reactants are Cl[CH2:2][CH2:3][CH2:4][N:5]1[C:14]2[C:9](=[C:10]([CH3:15])[CH:11]=[CH:12][CH:13]=2)[CH2:8][CH2:7][C:6]1=[O:16].[CH2:17]([CH:21]1[CH2:26][CH2:25][NH:24][CH2:23][CH2:22]1)[CH2:18][CH2:19][CH3:20].C([O-])([O-])=O.[K+].[K+]. The catalyst is CC#N. The product is [CH2:17]([CH:21]1[CH2:26][CH2:25][N:24]([CH2:2][CH2:3][CH2:4][N:5]2[C:14]3[C:9](=[C:10]([CH3:15])[CH:11]=[CH:12][CH:13]=3)[CH2:8][CH2:7][C:6]2=[O:16])[CH2:23][CH2:22]1)[CH2:18][CH2:19][CH3:20]. The yield is 0.740. (4) The reactants are [N:1]1[CH:2]=[CH:3][N:4]2[CH:9]=[CH:8][C:7]([CH2:10]O)=[CH:6][C:5]=12.C1C=CC(OP(OC2C=CC=CC=2)([N:21]=[N+:22]=[N-:23])=O)=CC=1.N12CCCN=C1CCCCC2. The catalyst is C1(C)C=CC=CC=1.C(Cl)Cl.O. The product is [N:21]([CH2:10][C:7]1[CH:8]=[CH:9][N:4]2[CH:3]=[CH:2][N:1]=[C:5]2[CH:6]=1)=[N+:22]=[N-:23]. The yield is 0.750. (5) The reactants are [C:1]([N:8]1[CH2:13][CH2:12][NH:11][CH2:10][CH2:9]1)([O:3][C:4]([CH3:7])([CH3:6])[CH3:5])=[O:2].C([N:17](C(C)C)CC)(C)C.[C:23]1([CH2:29][C:30](Cl)=[O:31])[CH:28]=[CH:27][CH:26]=[CH:25][CH:24]=1. The catalyst is ClCCl. The product is [C:1]([N:8]1[CH2:9][CH2:10][N:11]([NH:17][C:30](=[O:31])[CH2:29][C:23]2[CH:28]=[CH:27][CH:26]=[CH:25][CH:24]=2)[CH2:12][CH2:13]1)([O:3][C:4]([CH3:7])([CH3:6])[CH3:5])=[O:2]. The yield is 1.00. (6) The product is [CH2:3]([N:5]([CH2:9][CH3:10])[CH2:6][CH2:7][O:8][C:19]([C:21]1[NH:22][C:23]2[C:28]([C:29]=1[NH:30][C:31]1[CH:36]=[CH:35][N:34]=[CH:33][CH:32]=1)=[CH:27][CH:26]=[CH:25][CH:24]=2)=[O:18])[CH3:4]. The catalyst is CN1CCCC1=O.CO.C(OCC)(=O)C. The reactants are [H-].[Na+].[CH2:3]([N:5]([CH2:9][CH3:10])[CH2:6][CH2:7][OH:8])[CH3:4].FC1C([O:18][C:19]([C:21]2[NH:22][C:23]3[C:28]([C:29]=2[NH:30][C:31]2[CH:36]=[CH:35][N:34]=[CH:33][CH:32]=2)=[CH:27][CH:26]=[CH:25][CH:24]=3)=O)=C(F)C(F)=C(F)C=1F. The yield is 0.310. (7) The reactants are [Cl:1][C:2]1[CH:3]=[C:4]2[C:8](=[CH:9][CH:10]=1)[N:7]([CH:11]([CH2:15][CH:16]1[CH2:20][CH2:19][CH2:18][CH2:17]1)[C:12]([OH:14])=[O:13])[C:6](=[O:21])[C:5]2=O.O.NN. No catalyst specified. The product is [Cl:1][C:2]1[CH:3]=[C:4]2[C:8](=[CH:9][CH:10]=1)[N:7]([CH:11]([CH2:15][CH:16]1[CH2:17][CH2:18][CH2:19][CH2:20]1)[C:12]([OH:14])=[O:13])[C:6](=[O:21])[CH2:5]2. The yield is 0.670.